Dataset: Full USPTO retrosynthesis dataset with 1.9M reactions from patents (1976-2016). Task: Predict the reactants needed to synthesize the given product. (1) Given the product [CH:75]1([S:72]([NH:71][C:69]([C@@:64]2([NH:63][C:26]([C@@H:9]3[CH2:10][C@@H:11]([O:13][C:14]4[C:23]5[C:18](=[CH:19][CH:20]=[CH:21][CH:22]=5)[C:17]([O:24][CH3:25])=[CH:16][N:15]=4)[CH2:12][N:8]3[C:6]([O:5][C:1]([CH3:2])([CH3:3])[CH3:4])=[O:7])=[O:27])[CH2:66][C@H:65]2[CH:67]=[CH2:68])=[O:70])(=[O:74])=[O:73])[CH2:77][CH2:76]1, predict the reactants needed to synthesize it. The reactants are: [C:1]([O:5][C:6]([N:8]1[CH2:12][C@H:11]([O:13][C:14]2[C:23]3[C:18](=[CH:19][CH:20]=[CH:21][CH:22]=3)[C:17]([O:24][CH3:25])=[CH:16][N:15]=2)[CH2:10][C@H:9]1[C:26](O)=[O:27])=[O:7])([CH3:4])([CH3:3])[CH3:2].CN(C(ON1N=NC2C=CC=NC1=2)=[N+](C)C)C.F[P-](F)(F)(F)(F)F.CCN(C(C)C)C(C)C.Cl.[NH2:63][C@:64]1([C:69]([NH:71][S:72]([CH:75]2[CH2:77][CH2:76]2)(=[O:74])=[O:73])=[O:70])[CH2:66][C@H:65]1[CH:67]=[CH2:68]. (2) The reactants are: [CH:1]1[C:10]2[C:5](=[CH:6][CH:7]=[CH:8][CH:9]=2)[CH:4]=[CH:3][C:2]=1[CH2:11][NH:12][C:13](=O)[CH2:14][CH2:15][C:16]1[CH:21]=[CH:20][C:19]([O:22][CH2:23][C:24]#[CH:25])=[C:18]([O:26][CH3:27])[CH:17]=1.COC1C=CC(P2(SP(C3C=CC(OC)=CC=3)(=S)S2)=[S:38])=CC=1. Given the product [CH:1]1[C:10]2[C:5](=[CH:6][CH:7]=[CH:8][CH:9]=2)[CH:4]=[CH:3][C:2]=1[CH2:11][NH:12][C:13](=[S:38])[CH2:14][CH2:15][C:16]1[CH:21]=[CH:20][C:19]([O:22][CH2:23][C:24]#[CH:25])=[C:18]([O:26][CH3:27])[CH:17]=1, predict the reactants needed to synthesize it. (3) Given the product [C:1]([O:5][C:6](=[O:40])[NH:7][C@H:8]([C@@H:9]1[CH2:10][C@@H:11]([CH2:12][CH3:13])[C:14](=[O:15])[O:30]1)[CH2:31][C:32]1[CH:33]=[C:34]([F:39])[CH:35]=[C:36]([F:38])[CH:37]=1)([CH3:2])([CH3:3])[CH3:4], predict the reactants needed to synthesize it. The reactants are: [C:1]([O:5][C:6](=[O:40])[NH:7][C@@H:8]([CH2:31][C:32]1[CH:37]=[C:36]([F:38])[CH:35]=[C:34]([F:39])[CH:33]=1)[C@@H:9]([OH:30])[CH2:10][C@H:11]([C:14](N1[C@H]2C3C=CC=CC=3C[C@H]2OC1(C)C)=[O:15])[CH2:12][CH3:13])([CH3:4])([CH3:3])[CH3:2].O.C1(C)C=CC(S(O)(=O)=O)=CC=1. (4) Given the product [NH2:8][CH:9]([CH2:15][C:16]1[CH:21]=[CH:20][C:19]([O:22][CH2:23][CH3:24])=[C:18]([O:25][CH2:26][CH3:27])[CH:17]=1)[CH2:10][O:11][C:12](=[O:14])[CH3:13], predict the reactants needed to synthesize it. The reactants are: C(OC([NH:8][CH:9]([CH2:15][C:16]1[CH:21]=[CH:20][C:19]([O:22][CH2:23][CH3:24])=[C:18]([O:25][CH2:26][CH3:27])[CH:17]=1)[CH2:10][O:11][C:12](=[O:14])[CH3:13])=O)(C)(C)C.C(O)=O. (5) Given the product [Si:1]([O:8][CH2:9][CH2:10][CH2:11]/[CH:12]=[CH:13]/[C:14]([OH:16])=[O:15])([C:4]([CH3:7])([CH3:6])[CH3:5])([CH3:3])[CH3:2], predict the reactants needed to synthesize it. The reactants are: [Si:1]([O:8][CH2:9][CH2:10][CH2:11]/[CH:12]=[CH:13]/[C:14]([O:16]CC)=[O:15])([C:4]([CH3:7])([CH3:6])[CH3:5])([CH3:3])[CH3:2].[Li+].[OH-]. (6) Given the product [F:34][C:31]1[CH:32]=[CH:33][C:28]([N:23]2[CH2:24][CH2:25][CH2:26][C@@H:22]2[C:10]2[CH:11]=[C:12]([C:18]([O:20][CH3:21])=[O:19])[CH:13]=[C:14]3[C:9]=2[O:8][C:7]([N:4]2[CH2:3][CH2:2][O:1][CH2:6][CH2:5]2)=[CH:16][C:15]3=[O:17])=[CH:29][CH:30]=1, predict the reactants needed to synthesize it. The reactants are: [O:1]1[CH2:6][CH2:5][N:4]([C:7]2[O:8][C:9]3[C:14]([C:15](=[O:17])[CH:16]=2)=[CH:13][C:12]([C:18]([O:20][CH3:21])=[O:19])=[CH:11][C:10]=3[C@H:22]2[CH2:26][CH2:25][CH2:24][NH:23]2)[CH2:3][CH2:2]1.Br[C:28]1[CH:33]=[CH:32][C:31]([F:34])=[CH:30][CH:29]=1.